From a dataset of Full USPTO retrosynthesis dataset with 1.9M reactions from patents (1976-2016). Predict the reactants needed to synthesize the given product. Given the product [Cl:1][C:2]1[CH:7]=[CH:6][C:5]([C:8]2[CH:17]=[C:16]([C@H:18]([C@@H:20]3[CH2:25][CH2:24][CH2:23][CH2:22][NH:21]3)[OH:19])[C:15]3[C:10](=[CH:11][CH:12]=[CH:13][CH:14]=3)[N:9]=2)=[CH:4][CH:3]=1, predict the reactants needed to synthesize it. The reactants are: [Cl:1][C:2]1[CH:7]=[CH:6][C:5]([C:8]2[CH:17]=[C:16]([C@H:18]([C@@H:20]3[CH2:25][CH2:24][CH2:23][CH2:22][N:21]3C(C3C=CC=CC=3)(C3C=CC=CC=3)C3C=CC=CC=3)[OH:19])[C:15]3[C:10](=[CH:11][CH:12]=[CH:13][CH:14]=3)[N:9]=2)=[CH:4][CH:3]=1.Cl.